From a dataset of hERG potassium channel inhibition data for cardiac toxicity prediction from Karim et al.. Regression/Classification. Given a drug SMILES string, predict its toxicity properties. Task type varies by dataset: regression for continuous values (e.g., LD50, hERG inhibition percentage) or binary classification for toxic/non-toxic outcomes (e.g., AMES mutagenicity, cardiotoxicity, hepatotoxicity). Dataset: herg_karim. The molecule is O=C(c1ccncc1)N1CCC2(CCN(Cc3ccccc3Oc3ccccc3)CC2)CC1. The result is 1 (blocker).